From a dataset of Full USPTO retrosynthesis dataset with 1.9M reactions from patents (1976-2016). Predict the reactants needed to synthesize the given product. (1) The reactants are: [CH3:1][N:2]1[C:11]2[C:6](=[CH:7][C:8]([F:15])=[C:9]([F:14])[C:10]=2[O:12][CH3:13])[C:5](=[O:16])[C:4]([C:17]([O:19][CH2:20][CH3:21])=[O:18])=[CH:3]1.[N+:22]([O-])([O-:24])=[O:23].[K+]. Given the product [CH3:1][N:2]1[C:11]2[C:6](=[C:7]([N+:22]([O-:24])=[O:23])[C:8]([F:15])=[C:9]([F:14])[C:10]=2[O:12][CH3:13])[C:5](=[O:16])[C:4]([C:17]([O:19][CH2:20][CH3:21])=[O:18])=[CH:3]1, predict the reactants needed to synthesize it. (2) Given the product [C:19]([C:18]1[CH2:22][C@@:23]2([CH3:28])[C@@H:15]([CH2:14][CH2:13][C@:12]3([CH3:31])[C:24]2=[CH:25][C:26](=[O:27])[C@@:2]2([OH:1])[C@@:11]3([CH3:32])[CH2:10][CH2:9][C@:8]3([CH3:33])[C@H:3]2[CH2:4][C@@:5]([CH3:38])([C:34]([OH:36])=[O:35])[CH2:6][CH2:7]3)[C:16]([CH3:30])([CH3:29])[C:17]=1[OH:21])#[N:20], predict the reactants needed to synthesize it. The reactants are: [OH:1][C@:2]12[C:26](=[O:27])[CH:25]=[C:24]3[C@@:12]([CH3:31])([CH2:13][CH2:14][C@@H:15]4[C@:23]3([CH3:28])[CH2:22][C:18]3[CH:19]=[N:20][O:21][C:17]=3[C:16]4([CH3:30])[CH3:29])[C@:11]1([CH3:32])[CH2:10][CH2:9][C@:8]1([CH3:33])[C@H:3]2[CH2:4][C@@:5]([CH3:38])([C:34]([O:36]C)=[O:35])[CH2:6][CH2:7]1.C[O-].[Na+].[OH-].[Na+].P(=O)(O)(O)O. (3) The reactants are: [CH3:1][C:2]1[N:3]([CH2:21][C@@H:22]2[CH2:26][CH2:25][CH2:24][O:23]2)[C:4]([C:10]2[CH:15]=[CH:14][CH:13]=[CH:12][C:11]=2[O:16][C:17]([F:20])([F:19])[F:18])=[CH:5][C:6]=1[C:7](O)=[O:8].CN(C(O[N:35]1N=N[C:37]2[CH:38]=[CH:39][CH:40]=[CH:41][C:36]1=2)=[N+](C)C)C.[B-](F)(F)(F)F.C(N(CC)C(C)C)(C)C.C1(N)CCCCC1. Given the product [CH:36]1([NH:35][C:7]([C:6]2[CH:5]=[C:4]([C:10]3[CH:15]=[CH:14][CH:13]=[CH:12][C:11]=3[O:16][C:17]([F:18])([F:19])[F:20])[N:3]([CH2:21][C@@H:22]3[CH2:26][CH2:25][CH2:24][O:23]3)[C:2]=2[CH3:1])=[O:8])[CH2:41][CH2:40][CH2:39][CH2:38][CH2:37]1, predict the reactants needed to synthesize it.